Dataset: Catalyst prediction with 721,799 reactions and 888 catalyst types from USPTO. Task: Predict which catalyst facilitates the given reaction. (1) Product: [CH3:1][O:2][C:3]([CH:5]1[CH2:9][CH2:8][CH:7]([O:10][CH3:18])[N:6]1[C:11]([O:13][C:14]([CH3:17])([CH3:16])[CH3:15])=[O:12])=[O:4]. Reactant: [CH3:1][O:2][C:3]([CH:5]1[CH2:9][CH2:8][CH:7]([OH:10])[N:6]1[C:11]([O:13][C:14]([CH3:17])([CH3:16])[CH3:15])=[O:12])=[O:4].[C:18]1(C)C=CC(S(O)(=O)=O)=CC=1. The catalyst class is: 5. (2) Reactant: C(N(CC)CC)C.[C:16](O[C:16]([O:18][C:19]([CH3:22])([CH3:21])[CH3:20])=[O:17])([O:18][C:19]([CH3:22])([CH3:21])[CH3:20])=[O:17].Cl.[Cl:24][CH2:25][CH2:26][NH:27][CH2:28][CH2:29][Cl:30]. Product: [Cl:24][CH2:25][CH2:26][N:27]([CH2:28][CH2:29][Cl:30])[C:16](=[O:17])[O:18][C:19]([CH3:20])([CH3:21])[CH3:22]. The catalyst class is: 2. (3) The catalyst class is: 11. Reactant: [C:1]([O:5][C:6](=[O:20])[NH:7][C@@H:8]([CH3:19])[C:9]([C:11]1[CH:16]=[CH:15][CH:14]=[C:13]([O:17][CH3:18])[CH:12]=1)=[O:10])([CH3:4])([CH3:3])[CH3:2].CC(C)[O-].[Al+3].CC(C)[O-].CC(C)[O-].CC(O)C. Product: [C:1]([O:5][C:6](=[O:20])[NH:7][C@@H:8]([CH3:19])[C@H:9]([OH:10])[C:11]1[CH:16]=[CH:15][CH:14]=[C:13]([O:17][CH3:18])[CH:12]=1)([CH3:4])([CH3:2])[CH3:3]. (4) Reactant: S(Cl)([Cl:3])=O.[F:5][C:6]([F:24])([F:23])[C:7]1[CH:12]=[CH:11][C:10]([CH2:13][CH2:14][C:15]2[CH:20]=[CH:19][C:18]([CH2:21]O)=[CH:17][CH:16]=2)=[CH:9][CH:8]=1.C(=O)(O)[O-].[Na+]. Product: [Cl:3][CH2:21][C:18]1[CH:19]=[CH:20][C:15]([CH2:14][CH2:13][C:10]2[CH:11]=[CH:12][C:7]([C:6]([F:24])([F:23])[F:5])=[CH:8][CH:9]=2)=[CH:16][CH:17]=1. The catalyst class is: 4. (5) Reactant: C([O:3][C:4]([C:6]1[N:7]=[C:8]([N:11]([C:19](=[O:27])[C:20]2[CH:25]=[CH:24][CH:23]=[CH:22][C:21]=2[Cl:26])[C:12]2[CH:17]=[CH:16][C:15]([Cl:18])=[CH:14][CH:13]=2)[S:9][CH:10]=1)=[O:5])C.C(O)(=O)C.Cl. Product: [Cl:26][C:21]1[CH:22]=[CH:23][CH:24]=[CH:25][C:20]=1[C:19]([N:11]([C:12]1[CH:17]=[CH:16][C:15]([Cl:18])=[CH:14][CH:13]=1)[C:8]1[S:9][CH:10]=[C:6]([C:4]([OH:5])=[O:3])[N:7]=1)=[O:27]. The catalyst class is: 12. (6) Reactant: S1[CH2:6][CH2:5][CH:4]([C:7]#[N:8])[CH2:3][CH2:2]1.ClC1C=CC=C(C(OO)=O)C=1.[S:20]([O-:23])([O-])=[O:21].[Na+].[Na+]. Product: [S:20]1(=[O:23])(=[O:21])[CH2:6][CH2:5][CH:4]([C:7]#[N:8])[CH2:3][CH2:2]1. The catalyst class is: 22. (7) Reactant: [Br:1]Br.[OH:3][C:4]1[CH:13]=[C:12]2[C:7]([C:8]([CH3:15])=[CH:9][C:10](=[O:14])[O:11]2)=[CH:6][C:5]=1[O:16][CH3:17].S(=O)(O)[O-].[Na+]. Product: [Br:1][C:9]1[C:10](=[O:14])[O:11][C:12]2[C:7]([C:8]=1[CH3:15])=[CH:6][C:5]([O:16][CH3:17])=[C:4]([OH:3])[CH:13]=2. The catalyst class is: 15.